This data is from Peptide-MHC class I binding affinity with 185,985 pairs from IEDB/IMGT. The task is: Regression. Given a peptide amino acid sequence and an MHC pseudo amino acid sequence, predict their binding affinity value. This is MHC class I binding data. (1) The peptide sequence is KTTARHLGH. The MHC is HLA-A02:12 with pseudo-sequence HLA-A02:12. The binding affinity (normalized) is 0.0847. (2) The peptide sequence is AYHHMAREL. The MHC is HLA-B58:01 with pseudo-sequence HLA-B58:01. The binding affinity (normalized) is 0.